From a dataset of Peptide-MHC class II binding affinity with 134,281 pairs from IEDB. Regression. Given a peptide amino acid sequence and an MHC pseudo amino acid sequence, predict their binding affinity value. This is MHC class II binding data. (1) The peptide sequence is AFILDGDNLQPKV. The MHC is HLA-DQA10501-DQB10201 with pseudo-sequence HLA-DQA10501-DQB10201. The binding affinity (normalized) is 0.391. (2) The peptide sequence is RLARFALKRVSAADF. The MHC is H-2-IAd with pseudo-sequence H-2-IAd. The binding affinity (normalized) is 0.209.